Dataset: Catalyst prediction with 721,799 reactions and 888 catalyst types from USPTO. Task: Predict which catalyst facilitates the given reaction. (1) The catalyst class is: 26. Reactant: [Cl:1][C:2]1[CH:7]=[C:6]([F:8])[C:5]([N:9]2[C:14](=[O:15])[CH:13]=[C:12]([C:16]([F:19])([F:18])[F:17])[N:11]([CH3:20])[C:10]2=[O:21])=[CH:4][C:3]=1[S:22]([N:25]=[C:26]=[O:27])(=[O:24])=[O:23].[CH3:28][NH:29][CH:30]([CH3:32])[CH3:31]. Product: [Cl:1][C:2]1[C:3]([S:22]([NH:25][C:26]([N:29]([CH:30]([CH3:32])[CH3:31])[CH3:28])=[O:27])(=[O:24])=[O:23])=[CH:4][C:5]([N:9]2[C:14](=[O:15])[CH:13]=[C:12]([C:16]([F:19])([F:17])[F:18])[N:11]([CH3:20])[C:10]2=[O:21])=[C:6]([F:8])[CH:7]=1. (2) Reactant: [C:1]([O:5][C:6]([NH:8][CH:9]([C:13]([CH3:16])([CH3:15])[CH3:14])[C:10](O)=[O:11])=[O:7])([CH3:4])([CH3:3])[CH3:2].ClC(OCC(C)C)=O.C[N:26]1CCOCC1.[OH-].[NH4+]. Product: [NH2:26][C:10]([CH:9]([NH:8][C:6](=[O:7])[O:5][C:1]([CH3:4])([CH3:3])[CH3:2])[C:13]([CH3:16])([CH3:15])[CH3:14])=[O:11]. The catalyst class is: 220. (3) Reactant: [F:1][C:2]1[CH:15]=[CH:14][CH:13]=[C:12]([F:16])[C:3]=1[C:4]([NH:6][C:7]([CH3:11])([CH3:10])[CH2:8][OH:9])=O.S(Cl)(Cl)=O. Product: [F:1][C:2]1[CH:15]=[CH:14][CH:13]=[C:12]([F:16])[C:3]=1[C:4]1[O:9][CH2:8][C:7]([CH3:11])([CH3:10])[N:6]=1. The catalyst class is: 4. (4) Reactant: [CH3:1][O:2][C:3](=[O:18])[CH2:4][CH:5]1[C:13]2[C:8](=[CH:9][CH:10]=[C:11]([O:14][CH3:15])[CH:12]=2)[C:7](=[N:16]O)[CH2:6]1.[ClH:19]. Product: [Cl-:19].[CH3:15][O:14][C:11]1[CH:12]=[C:13]2[C:8](=[CH:9][CH:10]=1)[CH:7]([NH3+:16])[CH2:6][CH:5]2[CH2:4][C:3]([O:2][CH3:1])=[O:18]. The catalyst class is: 43. (5) Reactant: [F:1][C:2]1[CH:7]=[CH:6][C:5]([C:8]2([CH2:14][CH2:15][NH2:16])[CH2:13][CH2:12][O:11][CH2:10][CH2:9]2)=[CH:4][CH:3]=1.[CH:17](=O)[C:18]1[CH:23]=[CH:22][CH:21]=[CH:20][CH:19]=1. Product: [CH2:17]([NH:16][CH2:15][CH2:14][C:8]1([C:5]2[CH:6]=[CH:7][C:2]([F:1])=[CH:3][CH:4]=2)[CH2:13][CH2:12][O:11][CH2:10][CH2:9]1)[C:18]1[CH:23]=[CH:22][CH:21]=[CH:20][CH:19]=1. The catalyst class is: 2.